Dataset: Forward reaction prediction with 1.9M reactions from USPTO patents (1976-2016). Task: Predict the product of the given reaction. (1) The product is: [Br:1][C:2]1[CH:3]=[C:4]2[C:9](=[CH:10][CH:11]=1)[N:8]=[C:7]([C:22]1[CH:21]=[CH:42][C:25]3[N:26]=[C:27]([C@@H:29]4[CH2:34][C@@H:33]5[C@@H:31]([CH2:32]5)[N:30]4[C:35]([O:37][C:38]([CH3:40])([CH3:39])[CH3:41])=[O:36])[NH:28][C:24]=3[CH:23]=1)[CH:6]=[N:5]2. Given the reactants [Br:1][C:2]1[CH:3]=[C:4]2[C:9](=[CH:10][CH:11]=1)[N:8]=[C:7](Cl)[CH:6]=[N:5]2.CC1(C)C(C)(C)OB([C:21]2[CH:22]=[CH:23][C:24]3[N:28]=[C:27]([C@@H:29]4[CH2:34][C@@H:33]5[C@@H:31]([CH2:32]5)[N:30]4[C:35]([O:37][C:38]([CH3:41])([CH3:40])[CH3:39])=[O:36])[NH:26][C:25]=3[CH:42]=2)O1.C(=O)(O)[O-].[Na+], predict the reaction product. (2) Given the reactants [Cl:1][C:2]1[CH:23]=[CH:22][C:5]([C:6]([NH:8][NH:9][C:10](=O)[C@@H:11]([NH:13][C:14](=[O:20])[O:15][C:16]([CH3:19])([CH3:18])[CH3:17])[CH3:12])=O)=[CH:4][CH:3]=1.COC1C=CC(P2(=S)SP(=S)(C3C=CC(OC)=CC=3)[S:33]2)=CC=1, predict the reaction product. The product is: [Cl:1][C:2]1[CH:23]=[CH:22][C:5]([C:6]2[S:33][C:10]([C@@H:11]([NH:13][C:14](=[O:20])[O:15][C:16]([CH3:19])([CH3:18])[CH3:17])[CH3:12])=[N:9][N:8]=2)=[CH:4][CH:3]=1. (3) Given the reactants C[O:2][C:3](=[O:32])/[CH:4]=[CH:5]/[C:6]1[CH:11]=[CH:10][C:9]([C:12]2[CH:17]=[CH:16][C:15]([O:18][CH2:19][C:20]#[N:21])=[C:14]([C:22]34[CH2:31][CH:26]5[CH2:27][CH:28]([CH2:30][CH:24]([CH2:25]5)[CH2:23]3)[CH2:29]4)[CH:13]=2)=[CH:8][CH:7]=1.O[Li].O, predict the reaction product. The product is: [C:22]12([C:14]3[CH:13]=[C:12]([C:9]4[CH:8]=[CH:7][C:6](/[CH:5]=[CH:4]/[C:3]([OH:32])=[O:2])=[CH:11][CH:10]=4)[CH:17]=[CH:16][C:15]=3[O:18][CH2:19][C:20]#[N:21])[CH2:23][CH:24]3[CH2:25][CH:26]([CH2:27][CH:28]([CH2:30]3)[CH2:29]1)[CH2:31]2. (4) Given the reactants C([O:8][CH:9]([CH2:18][CH2:19][F:20])[CH2:10][C:11]1[CH:16]=[CH:15][CH:14]=[CH:13][C:12]=1[CH3:17])C1C=CC=CC=1, predict the reaction product. The product is: [F:20][CH2:19][CH2:18][CH:9]([OH:8])[CH2:10][C:11]1[CH:16]=[CH:15][CH:14]=[CH:13][C:12]=1[CH3:17]. (5) Given the reactants C[O:2][C:3](=[O:36])[CH2:4][CH2:5][C:6]1[CH:11]=[C:10]([CH3:12])[C:9]([C:13]2[NH:17][C:16]3[CH:18]=[C:19]([C:22](=[O:34])[NH:23][C:24]4[CH:29]=[CH:28][C:27]([C:30]([CH3:33])([CH3:32])[CH3:31])=[CH:26][CH:25]=4)[CH:20]=[CH:21][C:15]=3[N:14]=2)=[C:8]([CH3:35])[CH:7]=1.[OH-].[Na+].Cl, predict the reaction product. The product is: [C:30]([C:27]1[CH:28]=[CH:29][C:24]([NH:23][C:22]([C:19]2[CH:20]=[CH:21][C:15]3[N:14]=[C:13]([C:9]4[C:8]([CH3:35])=[CH:7][C:6]([CH2:5][CH2:4][C:3]([OH:36])=[O:2])=[CH:11][C:10]=4[CH3:12])[NH:17][C:16]=3[CH:18]=2)=[O:34])=[CH:25][CH:26]=1)([CH3:33])([CH3:32])[CH3:31]. (6) Given the reactants [CH3:1][C:2]1[C:3]([CH:13]=[O:14])=[CH:4][NH:5][C:6]=1[C:7]1[CH:12]=[CH:11][CH:10]=[CH:9][CH:8]=1.[H-].[Na+].C1OCCOCCOCCOCCOC1.[CH3:32][N:33]1[CH:37]=[C:36]([S:38](Cl)(=[O:40])=[O:39])[N:35]=[C:34]1[CH3:42], predict the reaction product. The product is: [CH3:32][N:33]1[CH:37]=[C:36]([S:38]([N:5]2[C:6]([C:7]3[CH:12]=[CH:11][CH:10]=[CH:9][CH:8]=3)=[C:2]([CH3:1])[C:3]([CH:13]=[O:14])=[CH:4]2)(=[O:40])=[O:39])[N:35]=[C:34]1[CH3:42]. (7) The product is: [CH2:31]([N:22]1[CH2:21][CH2:20][C:19]([CH2:25][C:26]#[N:27])([N:17]2[CH:18]=[C:14]([C:12]3[N:11]4[CH:28]=[CH:29][N:30]=[C:10]4[CH:9]=[C:8]([C:6]4[CH:5]=[N:4][N:3]([CH3:2])[CH:7]=4)[N:13]=3)[CH:15]=[N:16]2)[CH2:24][CH2:23]1)[CH3:32]. Given the reactants Cl.[CH3:2][N:3]1[CH:7]=[C:6]([C:8]2[N:13]=[C:12]([C:14]3[CH:15]=[N:16][N:17]([C:19]4([CH2:25][C:26]#[N:27])[CH2:24][CH2:23][NH:22][CH2:21][CH2:20]4)[CH:18]=3)[N:11]3[CH:28]=[CH:29][N:30]=[C:10]3[CH:9]=2)[CH:5]=[N:4]1.[C:31](#N)[CH3:32].C(N(CC)CC)C.C(=O)C.[BH-](OC(C)=O)(OC(C)=O)OC(C)=O.[Na+], predict the reaction product.